Dataset: Reaction yield outcomes from USPTO patents with 853,638 reactions. Task: Predict the reaction yield, written as a fraction of the theoretical maximum amount of product (1.0 means a 100% yield; for example, 0.34 means a 34% yield). (1) The reactants are C(OC([NH:8][CH2:9][CH2:10][CH:11]([C:19]1[N:20]=[C:21]([N:27]2[CH2:32][CH2:31][O:30][CH2:29][CH2:28]2)[S:22][C:23]=1[C:24]([OH:26])=[O:25])[C:12]1[CH:17]=[CH:16][C:15]([Cl:18])=[CH:14][CH:13]=1)=O)(C)(C)C.Cl.O1CCOCC1. The catalyst is C(Cl)Cl. The product is [ClH:18].[NH2:8][CH2:9][CH2:10][CH:11]([C:19]1[N:20]=[C:21]([N:27]2[CH2:32][CH2:31][O:30][CH2:29][CH2:28]2)[S:22][C:23]=1[C:24]([OH:26])=[O:25])[C:12]1[CH:17]=[CH:16][C:15]([Cl:18])=[CH:14][CH:13]=1. The yield is 1.08. (2) The reactants are [CH3:1][C:2]1[N:7]=[C:6]([C:8]2[CH:13]=[CH:12][CH:11]=[CH:10][C:9]=2[O:14]C)[N:5]([CH2:16][CH2:17][C:18]2[CH:23]=[CH:22][CH:21]=[CH:20][CH:19]=2)[C:4](=[O:24])[CH:3]=1.ClCCl.[I:28]Cl.C(OCC)(=O)C. The catalyst is C(O)(=O)C. The product is [OH:14][C:9]1[CH:10]=[CH:11][CH:12]=[CH:13][C:8]=1[C:6]1[N:5]([CH2:16][CH2:17][C:18]2[CH:23]=[CH:22][CH:21]=[CH:20][CH:19]=2)[C:4](=[O:24])[C:3]([I:28])=[C:2]([CH3:1])[N:7]=1. The yield is 0.200.